From a dataset of Full USPTO retrosynthesis dataset with 1.9M reactions from patents (1976-2016). Predict the reactants needed to synthesize the given product. (1) Given the product [NH:8]1[CH2:12][CH2:11][C@@H:10]([NH:13][C:14](=[O:29])[C:15]2[CH:20]=[C:19]([C:21]([F:24])([F:23])[F:22])[CH:18]=[C:17]([C:25]([F:26])([F:27])[F:28])[CH:16]=2)[CH2:9]1, predict the reactants needed to synthesize it. The reactants are: C([N:8]1[CH2:12][CH2:11][C@@H:10]([NH:13][C:14](=[O:29])[C:15]2[CH:20]=[C:19]([C:21]([F:24])([F:23])[F:22])[CH:18]=[C:17]([C:25]([F:28])([F:27])[F:26])[CH:16]=2)[CH2:9]1)C1C=CC=CC=1.[H][H]. (2) Given the product [NH2:14][CH2:13][CH2:12][CH2:11][C:8]1[CH:7]=[CH:6][C:5]([CH:3]([OH:4])[C:2]([F:25])([F:26])[F:1])=[CH:10][CH:9]=1, predict the reactants needed to synthesize it. The reactants are: [F:1][C:2]([F:26])([F:25])[CH:3]([C:5]1[CH:10]=[CH:9][C:8]([CH2:11][CH2:12][CH2:13][N:14]2C(=O)C3C(=CC=CC=3)C2=O)=[CH:7][CH:6]=1)[OH:4].O.NN. (3) The reactants are: C[O-].[Na+].[F:4][C:5]1[CH:10]=[CH:9][C:8]([C@H:11]2[CH2:16][C:15](=[O:17])[CH:14]=[CH:13][N:12]2C(O[C@@H]2C[C@H](C)CC[C@H]2C(C)C)=O)=[C:7]([CH3:31])[CH:6]=1. Given the product [F:4][C:5]1[CH:10]=[CH:9][C:8]([C@H:11]2[CH2:16][C:15](=[O:17])[CH:14]=[CH:13][NH:12]2)=[C:7]([CH3:31])[CH:6]=1, predict the reactants needed to synthesize it. (4) Given the product [CH:27]1([NH:26][C:7]2[N:6]=[C:5]3[CH:30]=[N:31][C:2]([C:32]#[N:33])=[CH:3][C:4]3=[N:9][C:8]=2[N:10]2[CH2:11][CH2:12][CH:13]([C@@H:16]([C:18]3[CH:23]=[CH:22][C:21]([F:24])=[CH:20][C:19]=3[F:25])[F:17])[CH2:14][CH2:15]2)[CH2:28][CH2:29]1, predict the reactants needed to synthesize it. The reactants are: Br[C:2]1[N:31]=[CH:30][C:5]2=[N:6][C:7]([NH:26][CH:27]3[CH2:29][CH2:28]3)=[C:8]([N:10]3[CH2:15][CH2:14][CH:13]([C@@H:16]([C:18]4[CH:23]=[CH:22][C:21]([F:24])=[CH:20][C:19]=4[F:25])[F:17])[CH2:12][CH2:11]3)[N:9]=[C:4]2[CH:3]=1.[C:32]([Zn]C#N)#[N:33].